Dataset: Forward reaction prediction with 1.9M reactions from USPTO patents (1976-2016). Task: Predict the product of the given reaction. The product is: [Br:1][C:2]1[CH:7]=[CH:6][N:5]=[C:4]([O:10][CH3:9])[CH:3]=1. Given the reactants [Br:1][C:2]1[CH:7]=[CH:6][N:5]=[C:4](Cl)[CH:3]=1.[CH3:9][O-:10].[Na+].C1(C)C=CC=CC=1, predict the reaction product.